Predict which catalyst facilitates the given reaction. From a dataset of Catalyst prediction with 721,799 reactions and 888 catalyst types from USPTO. (1) Reactant: [Mg].BrCCBr.[C:6]([C:10]1[CH:11]=[C:12]2[C:16](=[C:17](Br)[CH:18]=1)[CH2:15][C:14]([CH3:20])=[CH:13]2)([CH3:9])([CH3:8])[CH3:7].[Cl:21][Si:22](Cl)([CH3:24])[CH3:23]. Product: [C:6]([C:10]1[CH:11]=[C:12]2[C:16](=[C:17]([Si:22]([Cl:21])([CH3:24])[CH3:23])[CH:18]=1)[CH2:15][C:14]([CH3:20])=[CH:13]2)([CH3:9])([CH3:8])[CH3:7]. The catalyst class is: 1. (2) Reactant: [Cl:1][C:2]1[CH:7]=[C:6]([N+:8]([O-])=O)[CH:5]=[CH:4][C:3]=1[CH2:11][CH2:12][N:13]([CH2:16][CH3:17])[CH2:14][CH3:15].[H][H]. Product: [Cl:1][C:2]1[CH:7]=[C:6]([NH2:8])[CH:5]=[CH:4][C:3]=1[CH2:11][CH2:12][N:13]([CH2:16][CH3:17])[CH2:14][CH3:15]. The catalyst class is: 814. (3) Reactant: [Cl:1][C:2]1[C:3]([NH:11][CH2:12][C:13]2[CH:14]=[C:15]([CH:20]=[CH:21][CH:22]=2)[C:16]([O:18][CH3:19])=[O:17])=[N:4][CH:5]=[C:6]([N+:8]([O-:10])=[O:9])[CH:7]=1.[H-].[Na+].[CH3:25]I. Product: [Cl:1][C:2]1[C:3]([N:11]([CH2:12][C:13]2[CH:14]=[C:15]([CH:20]=[CH:21][CH:22]=2)[C:16]([O:18][CH3:19])=[O:17])[CH3:25])=[N:4][CH:5]=[C:6]([N+:8]([O-:10])=[O:9])[CH:7]=1. The catalyst class is: 3. (4) Reactant: [Br:1][C:2]1[CH:3]=[C:4]([C:12]([OH:14])=[O:13])[C:5]2[C:10]([CH:11]=1)=[CH:9][CH:8]=[CH:7][CH:6]=2.[CH3:15]O. Product: [Br:1][C:2]1[CH:3]=[C:4]([C:12]([O:14][CH3:15])=[O:13])[C:5]2[C:10]([CH:11]=1)=[CH:9][CH:8]=[CH:7][CH:6]=2. The catalyst class is: 82. (5) Reactant: [CH3:1][O:2][C:3](=[O:13])[C:4]1[CH:9]=[CH:8][C:7]([CH:10]=[O:11])=[C:6]([OH:12])[CH:5]=1.C([O-])([O-])=O.[K+].[K+].Br[CH2:21][CH2:22][O:23][CH3:24]. Product: [CH3:1][O:2][C:3](=[O:13])[C:4]1[CH:9]=[CH:8][C:7]([CH:10]=[O:11])=[C:6]([O:12][CH2:21][CH2:22][O:23][CH3:24])[CH:5]=1. The catalyst class is: 3. (6) Reactant: [NH2:1][C:2]1[CH:7]=[CH:6][CH:5]=[C:4](Br)[N:3]=1.C([O-])([O-])=O.[Na+].[Na+]. Product: [N:3]1[C:2]([NH2:1])=[CH:7][CH:6]=[CH:5][C:4]=1[C:7]1[CH:2]=[N:3][CH:4]=[CH:5][CH:6]=1. The catalyst class is: 790. (7) Reactant: [NH:1]([C:18]([O:20][CH2:21][C:22]1[CH:27]=[CH:26][CH:25]=[CH:24][CH:23]=1)=[O:19])[C@H:2]([C:15]([OH:17])=O)[CH2:3][CH2:4][CH2:5][CH2:6][NH:7][C:8]([O:10][C:11]([CH3:14])([CH3:13])[CH3:12])=[O:9].CN1CCOCC1.[NH2:35][C@H:36]([C:40]([O:42][CH3:43])=[O:41])[C@@H:37]([CH3:39])[OH:38].Cl. Product: [NH:1]([C:18]([O:20][CH2:21][C:22]1[CH:27]=[CH:26][CH:25]=[CH:24][CH:23]=1)=[O:19])[C@H:2]([C:15]([NH:35][C@H:36]([C:40]([O:42][CH3:43])=[O:41])[C@@H:37]([CH3:39])[OH:38])=[O:17])[CH2:3][CH2:4][CH2:5][CH2:6][NH:7][C:8]([O:10][C:11]([CH3:12])([CH3:13])[CH3:14])=[O:9]. The catalyst class is: 774. (8) Reactant: [CH2:1]([O:3][C:4]1[CH:9]=[CH:8][C:7]([CH2:10][C:11]([NH:13][CH2:14][CH2:15][NH:16][C:17]2[C:29]3[N:28]4[C:23]([C:24]([C:30]5[C:35]([CH3:36])=[CH:34][C:33]([CH3:37])=[CH:32][C:31]=5[CH3:38])=[CH:25][CH:26]=[CH:27]4)=[CH:22][C:21]=3[N:20]=[C:19]([CH3:39])[CH:18]=2)=O)=[CH:6][C:5]=1[O:40][CH3:41])[CH3:2].N(CC)(C)C. Product: [CH2:1]([O:3][C:4]1[CH:9]=[CH:8][C:7]([CH2:10][CH2:11][NH:13][CH2:14][CH2:15][NH:16][C:17]2[C:29]3[N:28]4[C:23]([C:24]([C:30]5[C:31]([CH3:38])=[CH:32][C:33]([CH3:37])=[CH:34][C:35]=5[CH3:36])=[CH:25][CH:26]=[CH:27]4)=[CH:22][C:21]=3[N:20]=[C:19]([CH3:39])[CH:18]=2)=[CH:6][C:5]=1[O:40][CH3:41])[CH3:2]. The catalyst class is: 1. (9) Reactant: Br[C:2]1[CH:3]=[N:4][N:5]2[C:10]([C:11]3[CH:12]=[C:13]([NH:17][C:18](=[O:29])[C:19]4[CH:24]=[CH:23][CH:22]=[C:21]([C:25]([F:28])([F:27])[F:26])[CH:20]=4)[CH:14]=[CH:15][CH:16]=3)=[CH:9][CH:8]=[N:7][C:6]=12.[N:30]1[CH:35]=[CH:34][CH:33]=[C:32](B(O)O)[CH:31]=1.C(=O)([O-])[O-].[Na+].[Na+]. Product: [N:30]1[CH:35]=[CH:34][C:33]([C:2]2[CH:3]=[N:4][N:5]3[C:10]([C:11]4[CH:12]=[C:13]([NH:17][C:18](=[O:29])[C:19]5[CH:24]=[CH:23][CH:22]=[C:21]([C:25]([F:28])([F:27])[F:26])[CH:20]=5)[CH:14]=[CH:15][CH:16]=4)=[CH:9][CH:8]=[N:7][C:6]=23)=[CH:32][CH:31]=1. The catalyst class is: 837. (10) Reactant: [CH3:1][C:2]1[O:6][C:5]([C:7]2[CH:22]=[CH:21][C:10]([C:11]([NH:13][CH2:14][C:15]3[CH:16]=[N:17][CH:18]=[CH:19][CH:20]=3)=[O:12])=[CH:9][CH:8]=2)=[N:4][C:3]=1[CH2:23][S:24]([CH:27]1[CH2:32][CH2:31][NH:30][CH2:29][CH2:28]1)(=[O:26])=[O:25].[C:33]1(=O)[CH2:37][CH2:36][CH2:35][CH2:34]1.C(O)(=O)C.C(O[BH-](OC(=O)C)OC(=O)C)(=O)C.[Na+]. Product: [CH:33]1([N:30]2[CH2:29][CH2:28][CH:27]([S:24]([CH2:23][C:3]3[N:4]=[C:5]([C:7]4[CH:8]=[CH:9][C:10]([C:11]([NH:13][CH2:14][C:15]5[CH:16]=[N:17][CH:18]=[CH:19][CH:20]=5)=[O:12])=[CH:21][CH:22]=4)[O:6][C:2]=3[CH3:1])(=[O:25])=[O:26])[CH2:32][CH2:31]2)[CH2:37][CH2:36][CH2:35][CH2:34]1. The catalyst class is: 26.